Dataset: Full USPTO retrosynthesis dataset with 1.9M reactions from patents (1976-2016). Task: Predict the reactants needed to synthesize the given product. (1) Given the product [F:23][C:24]1[CH:25]=[C:26]([CH2:31][C:32]([NH:34][C@H:35]([C:37]([NH:1][C@@H:2]2[C:8](=[O:9])[N:7]([CH2:10][C:11]#[CH:12])[C:6]3[CH:13]=[CH:14][CH:15]=[CH:16][C:5]=3[O:4][C@@H:3]2[C:17]2[CH:22]=[CH:21][CH:20]=[CH:19][CH:18]=2)=[O:38])[CH3:36])=[O:33])[CH:27]=[C:28]([F:30])[CH:29]=1, predict the reactants needed to synthesize it. The reactants are: [NH2:1][C@@H:2]1[C:8](=[O:9])[N:7]([CH2:10][C:11]#[CH:12])[C:6]2[CH:13]=[CH:14][CH:15]=[CH:16][C:5]=2[O:4][C@@H:3]1[C:17]1[CH:22]=[CH:21][CH:20]=[CH:19][CH:18]=1.[F:23][C:24]1[CH:25]=[C:26]([CH2:31][C:32]([NH:34][C@H:35]([C:37](O)=[O:38])[CH3:36])=[O:33])[CH:27]=[C:28]([F:30])[CH:29]=1.C1C=CC2N(O)N=NC=2C=1.CN1CCOCC1.CCN=C=NCCCN(C)C.Cl. (2) Given the product [Cl:11][C:8]1[CH:9]=[CH:10][C:5]([C:3]2[C:2]([OH:38])([CH3:12])[O:20][C:19](=[O:21])[C:18]=2[C:15]2[CH:16]=[CH:17][S:13][CH:14]=2)=[CH:6][CH:7]=1, predict the reactants needed to synthesize it. The reactants are: Br[CH:2]([CH3:12])[C:3]([C:5]1[CH:10]=[CH:9][C:8]([Cl:11])=[CH:7][CH:6]=1)=O.[S:13]1[CH:17]=[CH:16][C:15]([CH2:18][C:19]([OH:21])=[O:20])=[CH:14]1.N12CCCN=C1CCCCC2.Cl.CN(C=[O:38])C. (3) Given the product [C:7]([O:1][CH:2]([CH3:6])[C:3]([NH2:5])=[O:4])(=[O:14])[C:8]1[CH:13]=[CH:12][CH:11]=[CH:10][CH:9]=1, predict the reactants needed to synthesize it. The reactants are: [OH:1][CH:2]([CH3:6])[C:3]([NH2:5])=[O:4].[C:7](Cl)(=[O:14])[C:8]1[CH:13]=[CH:12][CH:11]=[CH:10][CH:9]=1.C(=O)([O-])O.[Na+]. (4) Given the product [N:17]1([C:16]2[C:11]3[N:12]([CH:35]=[C:9]([NH2:8])[N:10]=3)[C:13]([C:30]3[S:31][CH:32]=[CH:33][CH:34]=3)=[CH:14][N:15]=2)[CH2:22][CH2:21][NH:20][CH2:19][CH2:18]1, predict the reactants needed to synthesize it. The reactants are: C(OC([NH:8][C:9]1[N:10]=[C:11]2[C:16]([N:17]3[CH2:22][CH2:21][N:20](C(OC(C)(C)C)=O)[CH2:19][CH2:18]3)=[N:15][CH:14]=[C:13]([C:30]3[S:31][CH:32]=[CH:33][CH:34]=3)[N:12]2[CH:35]=1)=O)(C)(C)C.C(OC(N1CCN(C2C3N(C=C(C(OCC)=O)N=3)C(C3SC=CC=3)=CN=2)CC1)=O)(C)(C)C. (5) Given the product [I:2][C:3]1[CH:11]=[N:10][CH:9]=[CH:8][C:4]=1[CH2:5][OH:6], predict the reactants needed to synthesize it. The reactants are: Cl.[I:2][C:3]1[CH:11]=[N:10][CH:9]=[CH:8][C:4]=1[C:5](O)=[O:6].ClC1C(CO)=CC(F)=C(Cl)N=1. (6) Given the product [Si:18]([O:1][CH:2]([CH2:6][C:7]1[CH:12]=[CH:11][CH:10]=[CH:9][CH:8]=1)[C:3]([OH:5])=[O:4])([C:21]([CH3:24])([CH3:23])[CH3:22])([CH3:20])[CH3:19], predict the reactants needed to synthesize it. The reactants are: [OH:1][CH:2]([CH2:6][C:7]1[CH:12]=[CH:11][CH:10]=[CH:9][CH:8]=1)[C:3]([OH:5])=[O:4].N1C=CN=C1.[Si:18](Cl)([C:21]([CH3:24])([CH3:23])[CH3:22])([CH3:20])[CH3:19].C(=O)([O-])[O-].[K+].[K+]. (7) Given the product [NH:29]([S:12]([C:10]1[CH:11]=[C:2]([Cl:1])[CH:3]=[C:4]2[C:9]=1[O:8][CH2:7][C@H:6]([NH:16][C:17](=[O:22])[C:18]([F:21])([F:20])[F:19])[CH2:5]2)(=[O:14])=[O:13])[C:30]1[CH:35]=[CH:34][CH:33]=[CH:32][CH:31]=1, predict the reactants needed to synthesize it. The reactants are: [Cl:1][C:2]1[CH:3]=[C:4]2[C:9](=[C:10]([S:12](Cl)(=[O:14])=[O:13])[CH:11]=1)[O:8][CH2:7][CH:6]([NH:16][C:17](=[O:22])[C:18]([F:21])([F:20])[F:19])[CH2:5]2.N1C=CC=CC=1.[NH2:29][C:30]1[CH:35]=[CH:34][CH:33]=[CH:32][CH:31]=1.